This data is from Forward reaction prediction with 1.9M reactions from USPTO patents (1976-2016). The task is: Predict the product of the given reaction. (1) Given the reactants [C:1]1([CH2:7][C:8]([OH:10])=O)[CH:6]=[CH:5][CH:4]=[CH:3][CH:2]=1.[CH3:11][NH2:12], predict the reaction product. The product is: [CH3:11][NH:12][C:8](=[O:10])[CH2:7][C:1]1[CH:6]=[CH:5][CH:4]=[CH:3][CH:2]=1. (2) Given the reactants [Cl:1][C:2]1[CH:3]=[C:4]([CH:22]=[C:23]([O:25][CH3:26])[CH:24]=1)[C:5]([NH:7][CH2:8][C:9]1[CH:19]=[CH:18][C:17]([C:20]#[N:21])=[CH:16][C:10]=1[O:11][CH2:12][C:13]([OH:15])=O)=[O:6].[NH2:27][CH2:28][CH:29]1[CH2:31][CH2:30]1, predict the reaction product. The product is: [Cl:1][C:2]1[CH:3]=[C:4]([CH:22]=[C:23]([O:25][CH3:26])[CH:24]=1)[C:5]([NH:7][CH2:8][C:9]1[CH:19]=[CH:18][C:17]([C:20]#[N:21])=[CH:16][C:10]=1[O:11][CH2:12][C:13](=[O:15])[NH:27][CH2:28][CH:29]1[CH2:31][CH2:30]1)=[O:6]. (3) Given the reactants [C:1](Cl)(=[O:3])[CH3:2].C(N(CC)CC)C.Cl.[Br:13][C:14]1[CH:21]=[CH:20][C:17]([CH2:18][NH2:19])=[C:16]([F:22])[CH:15]=1, predict the reaction product. The product is: [Br:13][C:14]1[CH:21]=[CH:20][C:17]([CH2:18][NH:19][C:1](=[O:3])[CH3:2])=[C:16]([F:22])[CH:15]=1. (4) Given the reactants [CH3:1][O:2][C:3]1[CH:4]=[C:5]2[C:10](=[CH:11][C:12]=1[O:13][CH3:14])[N:9]=[CH:8][CH:7]=[C:6]2[O:15][C:16]1[C:22]([CH3:23])=[CH:21][C:19]([NH2:20])=[C:18]([CH3:24])[CH:17]=1.ClC(Cl)(O[C:29](=[O:35])OC(Cl)(Cl)Cl)Cl.[CH2:37]([NH2:40])[CH2:38][CH3:39].C(=O)([O-])O.[Na+], predict the reaction product. The product is: [CH3:1][O:2][C:3]1[CH:4]=[C:5]2[C:10](=[CH:11][C:12]=1[O:13][CH3:14])[N:9]=[CH:8][CH:7]=[C:6]2[O:15][C:16]1[C:22]([CH3:23])=[CH:21][C:19]([NH:20][C:29]([NH:40][CH2:37][CH2:38][CH3:39])=[O:35])=[C:18]([CH3:24])[CH:17]=1. (5) Given the reactants [NH:1]1[C:9]2[C:4](=[CH:5][C:6]([CH:10]=O)=[CH:7][CH:8]=2)[CH:3]=[N:2]1.[C:12]([CH:14]=[C:15]([O-])[CH3:16])#[N:13].[Na+].[NH2:19][C:20]([C:24]([F:27])([F:26])[F:25])=[CH:21][C:22]#[N:23].C(O)(=O)C, predict the reaction product. The product is: [NH:1]1[C:9]2[C:4](=[CH:5][C:6]([CH:10]3[C:21]([C:22]#[N:23])=[C:20]([C:24]([F:27])([F:26])[F:25])[NH:19][C:15]([CH3:16])=[C:14]3[C:12]#[N:13])=[CH:7][CH:8]=2)[CH:3]=[N:2]1. (6) Given the reactants Cl.N1C=CC=CC=1.[CH3:8][O:9][CH:10]([O:13][CH3:14])[O:11][CH3:12].[Cl:15][C:16]1[CH:25]=[C:24]2[C:19]([CH:20]=[CH:21][N:22]([C@H:27]3[C@H](O)[C@H:30]([OH:33])[C@@H:29](CO)[O:28]3)[C:23]2=[O:26])=[CH:18][CH:17]=1, predict the reaction product. The product is: [Cl:15][C:16]1[CH:25]=[C:24]2[C:19]([CH:20]=[CH:21][N:22]([C@H:27]3[C@H:12]4[C@H:8]([O:9][CH:10]([O:13][CH3:14])[O:11]4)[C@@H:29]([CH2:30][OH:33])[O:28]3)[C:23]2=[O:26])=[CH:18][CH:17]=1.